This data is from Forward reaction prediction with 1.9M reactions from USPTO patents (1976-2016). The task is: Predict the product of the given reaction. (1) Given the reactants [NH2:1][C:2]1[N:11]=[C:10](O)[C:9]2[CH2:8][CH2:7][CH:6]([C:13]3[CH:18]=[CH:17][CH:16]=[CH:15][CH:14]=3)[CH2:5][C:4]=2[N:3]=1.[ClH:19], predict the reaction product. The product is: [Cl:19][C:10]1[C:9]2[CH2:8][CH2:7][CH:6]([C:13]3[CH:18]=[CH:17][CH:16]=[CH:15][CH:14]=3)[CH2:5][C:4]=2[N:3]=[C:2]([NH2:1])[N:11]=1. (2) Given the reactants [CH3:1][C:2]1[C:6]([C:7]2[CH:13]=[C:12]([C:14]3[C:15]([CH3:20])=[N:16][O:17][C:18]=3[CH3:19])[CH:11]=[C:10]([N+:21]([O-])=O)[C:8]=2[NH2:9])=[C:5]([CH3:24])[O:4][N:3]=1, predict the reaction product. The product is: [CH3:1][C:2]1[C:6]([C:7]2[CH:13]=[C:12]([C:14]3[C:15]([CH3:20])=[N:16][O:17][C:18]=3[CH3:19])[CH:11]=[C:10]([NH2:21])[C:8]=2[NH2:9])=[C:5]([CH3:24])[O:4][N:3]=1.